From a dataset of Full USPTO retrosynthesis dataset with 1.9M reactions from patents (1976-2016). Predict the reactants needed to synthesize the given product. (1) Given the product [NH2:9][C:4]1[N:3]=[C:2]([NH:10][C:11]2[CH:18]=[CH:17][C:14]([CH2:15][OH:16])=[CH:13][CH:12]=2)[CH:7]=[C:6]([Cl:8])[N:5]=1, predict the reactants needed to synthesize it. The reactants are: Cl[C:2]1[CH:7]=[C:6]([Cl:8])[N:5]=[C:4]([NH2:9])[N:3]=1.[NH2:10][C:11]1[CH:18]=[CH:17][C:14]([CH2:15][OH:16])=[CH:13][CH:12]=1.C(N(CC)C(C)C)(C)C.Cl. (2) The reactants are: CN1CCOCC1.[Cl-].[C:9]([C:12]1([CH2:18][C:19]2[CH:24]=[CH:23][C:22]([C:25]3[CH:30]=[CH:29][C:28]([F:31])=[CH:27][NH+:26]=3)=[CH:21][CH:20]=2)[CH2:16][CH2:15][C:14](=[O:17])[NH:13]1)([OH:11])=O.[Cl-].[Na+].[NH2:34][CH2:35][CH:36]([OH:43])[CH2:37][C:38]([CH3:42])([CH3:41])[CH2:39][CH3:40].Cl.CN(C)CCCN=C=NCC.ON1C2C=CC=CC=2N=N1. Given the product [F:31][C:28]1[CH:29]=[CH:30][C:25]([C:22]2[CH:21]=[CH:20][C:19]([CH2:18][C:12]3([C:9]([NH:34][CH2:35][CH:36]([OH:43])[CH2:37][C:38]([CH3:42])([CH3:41])[CH2:39][CH3:40])=[O:11])[CH2:16][CH2:15][C:14](=[O:17])[NH:13]3)=[CH:24][CH:23]=2)=[N:26][CH:27]=1, predict the reactants needed to synthesize it.